From a dataset of Reaction yield outcomes from USPTO patents with 853,638 reactions. Predict the reaction yield, written as a fraction of the theoretical maximum amount of product (1.0 means a 100% yield; for example, 0.34 means a 34% yield). (1) The reactants are Cl[C:2]1[C:7]([C:8]([OH:10])=[O:9])=[CH:6][N:5]=[C:4]([Cl:11])[C:3]=1[Cl:12].[NH2:13][C:14]1[CH:19]=[CH:18][CH:17]=[C:16]([CH3:20])[CH:15]=1. The product is [Cl:12][C:3]1[C:4]([Cl:11])=[N:5][CH:6]=[C:7]([C:2]=1[NH:13][C:14]1[CH:15]=[C:16]([CH3:20])[CH:17]=[CH:18][CH:19]=1)[C:8]([OH:10])=[O:9]. The yield is 0.890. No catalyst specified. (2) The reactants are Cl.[O:2]1[C:7]2([CH2:12][CH2:11][N:10]([C:13]([O:15][C:16]([CH3:19])([CH3:18])[CH3:17])=[O:14])[CH2:9][CH2:8]2)[CH2:6][NH:5][CH2:4][CH2:3]1.[CH2:20]([C:22]1[N:23]=[C:24]([C:27](O)=[O:28])[S:25][CH:26]=1)[CH3:21].C(N(CC)CC)C.C(P1(=O)OP(CCC)(=O)OP(CCC)(=O)O1)CC. The catalyst is C(Cl)Cl.C1COCC1.O. The product is [CH2:20]([C:22]1[N:23]=[C:24]([C:27]([N:5]2[CH2:6][C:7]3([CH2:12][CH2:11][N:10]([C:13]([O:15][C:16]([CH3:19])([CH3:18])[CH3:17])=[O:14])[CH2:9][CH2:8]3)[O:2][CH2:3][CH2:4]2)=[O:28])[S:25][CH:26]=1)[CH3:21]. The yield is 0.960.